This data is from Catalyst prediction with 721,799 reactions and 888 catalyst types from USPTO. The task is: Predict which catalyst facilitates the given reaction. (1) Reactant: [N:1]1[CH:6]=[CH:5][C:4]([C:7]2[CH:12]=[CH:11][C:10]([NH:13][C:14]([CH:16]3[CH2:24][C:23]4[C:18](=[CH:19][CH:20]=[CH:21][CH:22]=4)[N:17]3C(OC(C)(C)C)=O)=[O:15])=[CH:9][CH:8]=2)=[CH:3][CH:2]=1.C(OCC)(=O)C.Cl. Product: [N:1]1[CH:6]=[CH:5][C:4]([C:7]2[CH:8]=[CH:9][C:10]([NH:13][C:14]([CH:16]3[CH2:24][C:23]4[C:18](=[CH:19][CH:20]=[CH:21][CH:22]=4)[NH:17]3)=[O:15])=[CH:11][CH:12]=2)=[CH:3][CH:2]=1. The catalyst class is: 175. (2) Reactant: [CH:1]1([C:4]2[CH:9]=[C:8]([CH2:10][NH:11]C(=O)OC(C)(C)C)[C:7]([O:19][CH3:20])=[CH:6][N:5]=2)[CH2:3][CH2:2]1.[ClH:21].CCO. Product: [Cl-:21].[Cl-:21].[NH3+:11][CH2:10][C:8]1[C:7]([O:19][CH3:20])=[CH:6][NH+:5]=[C:4]([CH:1]2[CH2:3][CH2:2]2)[CH:9]=1. The catalyst class is: 22. (3) Reactant: Cl.[F:2][CH:3]([F:38])[C:4]1[N:9]=[CH:8][C:7]([CH2:10][NH:11]C(=O)OC(C)(C)C)=[CH:6][C:5]=1[C:19](=[O:37])[NH:20][C:21]1[NH:22][C:23]([C:27]2[CH:32]=[CH:31][C:30]([C:33]([F:36])([F:35])[F:34])=[CH:29][CH:28]=2)=[C:24]([CH3:26])[N:25]=1. Product: [NH2:11][CH2:10][C:7]1[CH:6]=[C:5]([C:19]([NH:20][C:21]2[NH:22][C:23]([C:27]3[CH:32]=[CH:31][C:30]([C:33]([F:36])([F:35])[F:34])=[CH:29][CH:28]=3)=[C:24]([CH3:26])[N:25]=2)=[O:37])[C:4]([CH:3]([F:38])[F:2])=[N:9][CH:8]=1. The catalyst class is: 6. (4) Reactant: [C:1]1(P(C2C=CC=CC=2)C2C=CC=CC=2)[CH:6]=CC=C[CH:2]=1.CCOC(/N=N/C(OCC)=O)=O.[OH:32][C:33]1[CH:34]=[C:35]([C:39]2[C:47]3[C:42](=[CH:43][CH:44]=[C:45]([C:48]#[N:49])[CH:46]=3)[N:41](C3CCCCO3)[N:40]=2)[CH:36]=[CH:37][CH:38]=1.OC1C=C(C2C3[C:66](=CC=C(C#N)C=3)[N:65]([CH:74]3CCCCO3)N=2)C=CC=1.Cl. Product: [CH3:66][N:65]([CH3:74])[CH2:2][CH2:1][CH2:6][O:32][C:33]1[CH:34]=[C:35]([C:39]2[C:47]3[C:42](=[CH:43][CH:44]=[C:45]([C:48]#[N:49])[CH:46]=3)[NH:41][N:40]=2)[CH:36]=[CH:37][CH:38]=1. The catalyst class is: 7. (5) Reactant: [C:1]([O:5][C:6]([N:8]1[CH2:12][CH2:11][C:10]([C:15](=[O:54])[NH:16][C:17]2[CH:25]=[C:24]3[C:20]([C:21]([C:45]4[CH:50]=[CH:49][N:48]=[C:47]([CH:51]5[CH2:53][CH2:52]5)[CH:46]=4)=[N:22][N:23]3[C:26]([C:39]3[CH:44]=[CH:43][CH:42]=[CH:41][CH:40]=3)([C:33]3[CH:38]=[CH:37][CH:36]=[CH:35][CH:34]=3)[C:27]3[CH:32]=[CH:31][CH:30]=[CH:29][CH:28]=3)=[CH:19][CH:18]=2)([O:13][CH3:14])[CH2:9]1)=[O:7])([CH3:4])([CH3:3])[CH3:2].[H-].[Na+].[CH3:57]I. Product: [C:1]([O:5][C:6]([N:8]1[CH2:12][CH2:11][C:10]([C:15](=[O:54])[N:16]([C:17]2[CH:25]=[C:24]3[C:20]([C:21]([C:45]4[CH:50]=[CH:49][N:48]=[C:47]([CH:51]5[CH2:52][CH2:53]5)[CH:46]=4)=[N:22][N:23]3[C:26]([C:27]3[CH:32]=[CH:31][CH:30]=[CH:29][CH:28]=3)([C:33]3[CH:34]=[CH:35][CH:36]=[CH:37][CH:38]=3)[C:39]3[CH:44]=[CH:43][CH:42]=[CH:41][CH:40]=3)=[CH:19][CH:18]=2)[CH3:57])([O:13][CH3:14])[CH2:9]1)=[O:7])([CH3:4])([CH3:2])[CH3:3]. The catalyst class is: 1. (6) Reactant: C(OC([NH:8][C:9]1[CH:14]=[CH:13][C:12](/[CH:15]=[CH:16]/[C:17]([O:19][CH2:20][C:21]2[CH:26]=[CH:25][CH:24]=[CH:23][CH:22]=2)=[O:18])=[CH:11][CH:10]=1)=O)(C)(C)C.C(O)(C(F)(F)F)=O. Product: [NH2:8][C:9]1[CH:10]=[CH:11][C:12](/[CH:15]=[CH:16]/[C:17]([O:19][CH2:20][C:21]2[CH:22]=[CH:23][CH:24]=[CH:25][CH:26]=2)=[O:18])=[CH:13][CH:14]=1. The catalyst class is: 2.